Dataset: Forward reaction prediction with 1.9M reactions from USPTO patents (1976-2016). Task: Predict the product of the given reaction. Given the reactants C([N:4]1[CH2:9][CH2:8][CH2:7][CH2:6][C@H:5]1[C@@H:10]([NH:19][C:20]([NH:22][C:23]1[CH:24]=[C:25]2[C:29](=[CH:30][CH:31]=1)[N:28]([C:32]([O:34][C:35]([CH3:38])([CH3:37])[CH3:36])=[O:33])[N:27]=[C:26]2[N:39]([C:47]([O:49][C:50]([CH3:53])([CH3:52])[CH3:51])=[O:48])[C:40]([O:42][C:43]([CH3:46])([CH3:45])[CH3:44])=[O:41])=[O:21])[C:11]1[CH:16]=[CH:15][C:14]([Cl:17])=[C:13]([Cl:18])[CH:12]=1)C=C.NC(N)=O, predict the reaction product. The product is: [C:43]([O:42][C:40]([N:39]([C:47]([O:49][C:50]([CH3:53])([CH3:52])[CH3:51])=[O:48])[C:26]1[C:25]2[C:29](=[CH:30][CH:31]=[C:23]([NH:22][C:20](=[O:21])[NH:19][C@@H:10]([C:11]3[CH:16]=[CH:15][C:14]([Cl:17])=[C:13]([Cl:18])[CH:12]=3)[C@@H:5]3[CH2:6][CH2:7][CH2:8][CH2:9][NH:4]3)[CH:24]=2)[N:28]([C:32]([O:34][C:35]([CH3:37])([CH3:36])[CH3:38])=[O:33])[N:27]=1)=[O:41])([CH3:46])([CH3:44])[CH3:45].